Predict the reaction yield, written as a fraction of the theoretical maximum amount of product (1.0 means a 100% yield; for example, 0.34 means a 34% yield). From a dataset of Reaction yield outcomes from USPTO patents with 853,638 reactions. (1) The reactants are [Cl:1][C:2]1[CH:3]=[CH:4][C:5]([O:31][CH3:32])=[C:6]([NH:8][C:9](=[O:30])[CH2:10][N:11]2[C:15]3[CH2:16][N:17]([CH2:20][C:21](OCC)=[O:22])[CH2:18][CH2:19][C:14]=3[C:13]([C:26]([F:29])([F:28])[F:27])=[N:12]2)[CH:7]=1.[CH3:33][NH2:34]. No catalyst specified. The product is [Cl:1][C:2]1[CH:3]=[CH:4][C:5]([O:31][CH3:32])=[C:6]([NH:8][C:9](=[O:30])[CH2:10][N:11]2[C:15]3[CH2:16][N:17]([CH2:20][C:21]([NH:34][CH3:33])=[O:22])[CH2:18][CH2:19][C:14]=3[C:13]([C:26]([F:29])([F:27])[F:28])=[N:12]2)[CH:7]=1. The yield is 0.590. (2) The reactants are [C:1]1([C:20]2[CH:25]=[CH:24][CH:23]=[CH:22][CH:21]=2)[CH:6]=[CH:5][C:4]([N:7]2[C:19]3[CH:18]=[CH:17][CH:16]=[CH:15][C:14]=3[C:13]3[C:8]2=[CH:9][CH:10]=[CH:11][CH:12]=3)=[CH:3][CH:2]=1.[I:26]N1C(=O)CCC1=O. The catalyst is C(O)(=O)C.C1(C)C=CC=CC=1.C(OCC)(=O)C. The product is [I:26][C:16]1[CH:17]=[CH:18][C:19]2[N:7]([C:4]3[CH:5]=[CH:6][C:1]([C:20]4[CH:21]=[CH:22][CH:23]=[CH:24][CH:25]=4)=[CH:2][CH:3]=3)[C:8]3[C:13]([C:14]=2[CH:15]=1)=[CH:12][CH:11]=[CH:10][CH:9]=3. The yield is 0.980. (3) The yield is 0.610. The product is [Cl:31][C:29]1[CH:30]=[C:25]([CH:20]([C:21]([F:24])([F:23])[F:22])/[CH:18]=[CH:17]/[C:13]2[CH:12]=[C:11]3[C:16](=[CH:15][CH:14]=2)[N:8]([C:6]([O:5][C:1]([CH3:4])([CH3:3])[CH3:2])=[O:7])[CH2:9][CH2:10]3)[CH:26]=[C:27]([Cl:33])[C:28]=1[F:32]. The catalyst is ClC1C=CC=CC=1Cl.Cl[Cu]. The reactants are [C:1]([O:5][C:6]([N:8]1[C:16]2[C:11](=[CH:12][C:13]([CH:17]=[CH2:18])=[CH:14][CH:15]=2)[CH2:10][CH2:9]1)=[O:7])([CH3:4])([CH3:3])[CH3:2].Br[CH:20]([C:25]1[CH:26]=[C:27]([Cl:33])[C:28]([F:32])=[C:29]([Cl:31])[CH:30]=1)[C:21]([F:24])([F:23])[F:22].N1C=CC=CC=1C1C=CC=CN=1. (4) The reactants are [H-].[Al+3].[Li+].[H-].[H-].[H-].[CH2:7]([C:9]1[C:20]([C:21](=[O:23])[CH3:22])=[C:12]2[C:13]3[CH2:19][CH2:18][O:17][C:14]=3[CH:15]=[CH:16][N:11]2[N:10]=1)[CH3:8].O.O.O.O.O.O.O.O.O.O.S([O-])([O-])(=O)=O.[Na+].[Na+]. The catalyst is O1CCCC1. The product is [CH2:7]([C:9]1[C:20]([CH:21]([OH:23])[CH3:22])=[C:12]2[C:13]3[CH2:19][CH2:18][O:17][C:14]=3[CH:15]=[CH:16][N:11]2[N:10]=1)[CH3:8]. The yield is 0.900. (5) The reactants are ClC(OC(Cl)C)=O.[C:8]([O-:11])([OH:10])=O.[Na+].[CH2:13]([O:15][C:16]([C:18]1[CH:19]2[N:43](C)[CH:23]([CH2:24][C:25]=1[C:26]1[CH:31]=[CH:30][C:29]([O:32][CH2:33][CH2:34][O:35][Si](C(C)(C)C)(C)C)=[CH:28][CH:27]=1)[CH2:22][N:21]([C:45]([O:47][C:48]([CH3:51])([CH3:50])[CH3:49])=[O:46])[CH2:20]2)=[O:17])[CH3:14].CCN(C(C)C)C(C)C.[CH3:61][C:62](OC(OC(O[C:62]([CH3:64])([CH3:63])[CH3:61])=O)=O)([CH3:64])[CH3:63]. The catalyst is ClCCCl. The product is [CH2:13]([O:15][C:16]([C:18]1[CH:19]2[N:43]([C:8]([O:11][C:62]([CH3:64])([CH3:63])[CH3:61])=[O:10])[CH:23]([CH2:24][C:25]=1[C:26]1[CH:31]=[CH:30][C:29]([O:32][CH2:33][CH2:34][OH:35])=[CH:28][CH:27]=1)[CH2:22][N:21]([C:45]([O:47][C:48]([CH3:51])([CH3:50])[CH3:49])=[O:46])[CH2:20]2)=[O:17])[CH3:14]. The yield is 0.660.